This data is from Forward reaction prediction with 1.9M reactions from USPTO patents (1976-2016). The task is: Predict the product of the given reaction. Given the reactants Cl.[CH3:2][O:3][C:4](=[O:18])[C:5]1[C:6](=[C:11]([N+:15]([O-])=O)[CH:12]=[CH:13][CH:14]=1)[C:7]([O:9][CH3:10])=[O:8].[Sn](Cl)(Cl)(Cl)Cl, predict the reaction product. The product is: [CH3:2][O:3][C:4](=[O:18])[C:5]1[C:6](=[C:11]([NH2:15])[CH:12]=[CH:13][CH:14]=1)[C:7]([O:9][CH3:10])=[O:8].